From a dataset of Forward reaction prediction with 1.9M reactions from USPTO patents (1976-2016). Predict the product of the given reaction. (1) Given the reactants [OH:1][CH2:2][C:3]1[CH:4]=[C:5]([C:9]2[N:10]=[C:11]([N:22]3[CH2:27][CH2:26][O:25][CH2:24][CH2:23]3)[C:12]3[N:17]=[N:16][N:15]([CH2:18][C:19]([OH:21])=O)[C:13]=3[N:14]=2)[CH:6]=[CH:7][CH:8]=1.CCN=C=NCCCN(C)C.[NH2:39][C:40]1[CH:41]=[N:42][CH:43]=[CH:44][CH:45]=1, predict the reaction product. The product is: [OH:1][CH2:2][C:3]1[CH:4]=[C:5]([C:9]2[N:10]=[C:11]([N:22]3[CH2:23][CH2:24][O:25][CH2:26][CH2:27]3)[C:12]3[N:17]=[N:16][N:15]([CH2:18][C:19]([NH:39][C:40]4[CH:41]=[N:42][CH:43]=[CH:44][CH:45]=4)=[O:21])[C:13]=3[N:14]=2)[CH:6]=[CH:7][CH:8]=1. (2) Given the reactants [CH3:1][C:2]1[S:3][C:4]([C@@H:8]2[CH2:10][C@H:9]2[C:11]([OH:13])=O)=[C:5]([CH3:7])[N:6]=1.C([O:16][C:17](=[O:37])[CH2:18][O:19][C:20]1[CH:25]=[CH:24][C:23]([Cl:26])=[CH:22][C:21]=1[CH:27]1[C:36]2[C:31](=[CH:32][CH:33]=[CH:34][CH:35]=2)[CH2:30][CH2:29][NH:28]1)C.Cl.CN(C)CCCN=C=NCC.[OH-].[Na+], predict the reaction product. The product is: [Cl:26][C:23]1[CH:24]=[CH:25][C:20]([O:19][CH2:18][C:17]([OH:37])=[O:16])=[C:21]([CH:27]2[C:36]3[C:31](=[CH:32][CH:33]=[CH:34][CH:35]=3)[CH2:30][CH2:29][N:28]2[C:11]([CH:9]2[CH2:10][CH:8]2[C:4]2[S:3][C:2]([CH3:1])=[N:6][C:5]=2[CH3:7])=[O:13])[CH:22]=1. (3) Given the reactants [Cl:1][C:2]1[CH:7]=[CH:6][C:5]([S:8]([N:11]([CH:18]([CH3:27])[CH2:19][C:20]([O:22]C(C)(C)C)=[O:21])[C:12]2[CH:17]=[CH:16][CH:15]=[CH:14][CH:13]=2)(=[O:10])=[O:9])=[CH:4][CH:3]=1.C(O)(C(F)(F)F)=O, predict the reaction product. The product is: [Cl:1][C:2]1[CH:3]=[CH:4][C:5]([S:8]([N:11]([CH:18]([CH3:27])[CH2:19][C:20]([OH:22])=[O:21])[C:12]2[CH:17]=[CH:16][CH:15]=[CH:14][CH:13]=2)(=[O:10])=[O:9])=[CH:6][CH:7]=1. (4) Given the reactants [NH:1]1[C:5]2[CH:6]=[CH:7][CH:8]=[CH:9][C:4]=2[N:3]=[C:2]1[CH2:10][N:11]([CH:28]1[C:37]2[N:36]=[CH:35][CH:34]=[CH:33][C:32]=2[CH2:31][CH2:30][CH2:29]1)[CH2:12][CH2:13]CNC(C1C2C(=CC=CC=2)N=NC=1)=O.[C:38]([OH:41])(=O)[CH3:39].[BrH:42], predict the reaction product. The product is: [BrH:42].[NH:1]1[C:5]2[CH:6]=[CH:7][CH:8]=[CH:9][C:4]=2[N:3]=[C:2]1[CH2:10][N:11]([CH:28]1[C:37]2[N:36]=[CH:35][CH:34]=[CH:33][C:32]=2[CH2:31][CH2:30][CH2:29]1)[CH2:12][CH2:13][CH2:13][CH2:12][NH:11][C:38](=[O:41])[C:39]1[CH:9]=[C:4]([Br:42])[CH:5]=[N:1][CH:2]=1. (5) The product is: [F:1][C:2]1[C:7]([F:8])=[CH:6][CH:5]=[CH:4][C:3]=1[CH:9]1[CH2:19][CH2:18][CH2:17][C:12]2=[N:13][CH:14]=[CH:15][CH:16]=[C:11]2[CH2:10]1. Given the reactants [F:1][C:2]1[C:7]([F:8])=[CH:6][CH:5]=[CH:4][C:3]=1[C@H:9]1[CH2:19][CH2:18][C@H:17](O)[C:12]2=[N:13][CH:14]=[CH:15][CH:16]=[C:11]2[CH2:10]1.FC1C(F)=CC=CC=1[C@H]1CC[C@@H](O)C2=NC=CC=C2C1, predict the reaction product. (6) Given the reactants Br[C:2]1[C:13]2[CH2:12][CH2:11][CH2:10][C:9]=2[CH:8]=[C:7]2[C:3]=1[CH2:4][CH:5]([CH3:15])[C:6]2=[O:14].[C:16]1(B(O)O)[CH:21]=[CH:20][CH:19]=[CH:18][CH:17]=1.C(=O)([O-])[O-].[Na+].[Na+].C(O)CO, predict the reaction product. The product is: [C:16]1([C:2]2[C:13]3[CH2:12][CH2:11][CH2:10][C:9]=3[CH:8]=[C:7]3[C:3]=2[CH2:4][CH:5]([CH3:15])[C:6]3=[O:14])[CH:21]=[CH:20][CH:19]=[CH:18][CH:17]=1.